From a dataset of Catalyst prediction with 721,799 reactions and 888 catalyst types from USPTO. Predict which catalyst facilitates the given reaction. Reactant: [CH2:1]([O:8][C:9]1[C:10]([CH3:17])=[C:11]([CH:14]=[CH:15][CH:16]=1)[CH:12]=O)[C:2]1[CH:7]=[CH:6][CH:5]=[CH:4][CH:3]=1.C1(P(=[CH:37][C:38]([O:40][CH2:41][CH3:42])=[O:39])(C2C=CC=CC=2)C2C=CC=CC=2)C=CC=CC=1. Product: [CH2:1]([O:8][C:9]1[C:10]([CH3:17])=[C:11]([CH:12]=[CH:37][C:38]([O:40][CH2:41][CH3:42])=[O:39])[CH:14]=[CH:15][CH:16]=1)[C:2]1[CH:7]=[CH:6][CH:5]=[CH:4][CH:3]=1. The catalyst class is: 11.